This data is from Catalyst prediction with 721,799 reactions and 888 catalyst types from USPTO. The task is: Predict which catalyst facilitates the given reaction. (1) Reactant: C([O:8][C:9]1[CH:10]=[CH:11][CH:12]=[C:13]2[C:18]=1[N:17]=[C:16](/[CH:19]=[CH:20]/[C:21]([OH:23])=[O:22])[CH:15]=[CH:14]2)C1C=CC=CC=1.S(Cl)(Cl)=O.[CH3:28]O. Product: [OH:8][C:9]1[CH:10]=[CH:11][CH:12]=[C:13]2[C:18]=1[N:17]=[C:16]([CH2:19][CH2:20][C:21]([O:23][CH3:28])=[O:22])[CH:15]=[CH:14]2. The catalyst class is: 45. (2) The catalyst class is: 355. Product: [O:13]=[C:8]1[CH:7]([C:1]2[CH:2]=[CH:3][CH:4]=[CH:5][CH:6]=2)[CH2:12][CH2:11][CH2:10][N:9]1[CH2:21][C:22]([O:24][CH2:25][CH3:26])=[O:23]. Reactant: [C:1]1([CH:7]2[CH2:12][CH2:11][CH2:10][NH:9][C:8]2=[O:13])[CH:6]=[CH:5][CH:4]=[CH:3][CH:2]=1.CC(C)([O-])C.[K+].Br[CH2:21][C:22]([O:24][CH2:25][CH3:26])=[O:23]. (3) Reactant: [F:1][P-:2]([F:7])([F:6])([F:5])([F:4])[F:3].[H+].[NH:9]1[CH:13]=[CH:12][N:11]=[CH:10]1.N1C2C=CC=CC=2NC=1. Product: [F:1][P-:2]([F:7])([F:6])([F:5])([F:4])[F:3].[NH+:9]1[CH:13]=[CH:12][NH:11][CH:10]=1. The catalyst class is: 28. (4) Reactant: [C:1]1([S:7]([N:10]2[C:14]3=[N:15][CH:16]=[C:17]([C:19]#[N:20])[CH:18]=[C:13]3[C:12]([CH:21]([C:23]3[C:28]([F:29])=[CH:27][CH:26]=[C:25]([NH:30][S:31](=[O:37])(=[O:36])[N:32]([CH2:34][CH3:35])[CH3:33])[C:24]=3[F:38])[OH:22])=[CH:11]2)(=[O:9])=[O:8])[CH:6]=[CH:5][CH:4]=[CH:3][CH:2]=1.CC(OI1(OC(C)=O)(OC(C)=O)OC(=O)C2C=CC=CC1=2)=O. Product: [C:1]1([S:7]([N:10]2[C:14]3=[N:15][CH:16]=[C:17]([C:19]#[N:20])[CH:18]=[C:13]3[C:12]([C:21](=[O:22])[C:23]3[C:28]([F:29])=[CH:27][CH:26]=[C:25]([NH:30][S:31](=[O:36])(=[O:37])[N:32]([CH2:34][CH3:35])[CH3:33])[C:24]=3[F:38])=[CH:11]2)(=[O:8])=[O:9])[CH:6]=[CH:5][CH:4]=[CH:3][CH:2]=1. The catalyst class is: 2. (5) Reactant: Br[C:2]1[N:3]=[C:4]([CH3:7])[NH:5][CH:6]=1.[F:8][C:9]1[CH:14]=[CH:13][C:12](B(O)O)=[CH:11][C:10]=1[CH3:18].C([O-])([O-])=O.[Na+].[Na+]. Product: [F:8][C:9]1[CH:14]=[CH:13][C:12]([C:2]2[N:3]=[C:4]([CH3:7])[NH:5][CH:6]=2)=[CH:11][C:10]=1[CH3:18]. The catalyst class is: 206.